Dataset: Reaction yield outcomes from USPTO patents with 853,638 reactions. Task: Predict the reaction yield, written as a fraction of the theoretical maximum amount of product (1.0 means a 100% yield; for example, 0.34 means a 34% yield). (1) The reactants are [CH3:1][O:2][C:3]1[CH:4]=[C:5]2[C:10](=[CH:11][C:12]=1[O:13][CH3:14])[N:9]=[CH:8][N:7]=[C:6]2[C:15]1[NH:19][N:18]=[N:17][N:16]=1.[CH2:20]([N:22]([CH2:25]C)[CH2:23][CH3:24])[CH3:21].C[N:28](C)C(=O)C. No catalyst specified. The product is [CH3:1][O:2][C:3]1[CH:4]=[C:5]2[C:10](=[CH:11][C:12]=1[O:13][CH3:14])[N:9]=[CH:8][N:7]=[C:6]2[C:15]1[N:19]([CH2:21][C:20]2[N:22]([CH3:25])[CH:23]=[CH:24][N:28]=2)[N:18]=[N:17][N:16]=1. The yield is 0.352. (2) The reactants are [CH2:1]([NH:6][C:7]([C:9]1[N:10]=[N:11][C:12](Cl)=[CH:13][CH:14]=1)=[O:8])[CH2:2][CH2:3][CH2:4][CH3:5].[CH3:16][CH:17]1[CH2:22][NH:21][CH:20]([CH3:23])[CH2:19][NH:18]1.C(N(CC)CC)C.[F:31][C:32]([F:43])([F:42])[C:33]1[CH:41]=[CH:40][CH:39]=[CH:38][C:34]=1[C:35](Cl)=[O:36]. The catalyst is CC(O)C.ClCCl. The product is [CH2:1]([NH:6][C:7]([C:9]1[N:10]=[N:11][C:12]([N:18]2[CH2:19][CH:20]([CH3:23])[N:21]([C:35](=[O:36])[C:34]3[CH:38]=[CH:39][CH:40]=[CH:41][C:33]=3[C:32]([F:31])([F:42])[F:43])[CH2:22][CH:17]2[CH3:16])=[CH:13][CH:14]=1)=[O:8])[CH2:2][CH2:3][CH2:4][CH3:5]. The yield is 0.310.